This data is from Forward reaction prediction with 1.9M reactions from USPTO patents (1976-2016). The task is: Predict the product of the given reaction. Given the reactants [OH:1][CH2:2][CH2:3][C:4](=[O:6])[CH3:5].N1C=CC=CC=1.Cl[C:14]([O:16][CH2:17][CH3:18])=[O:15], predict the reaction product. The product is: [C:14](=[O:15])([O:1][CH2:2][CH2:3][C:4](=[O:6])[CH3:5])[O:16][CH2:17][CH3:18].